Dataset: Catalyst prediction with 721,799 reactions and 888 catalyst types from USPTO. Task: Predict which catalyst facilitates the given reaction. (1) Reactant: [C:1]([C:5]1[CH:26]=[CH:25][C:8]([C:9]([NH:11][NH:12][C:13]([C:15]2[CH:16]=[C:17]([CH:22]=[CH:23][CH:24]=2)[C:18]([O:20][CH3:21])=[O:19])=O)=[O:10])=[CH:7][CH:6]=1)([CH3:4])([CH3:3])[CH3:2].CC(C)=O.O. Product: [C:1]([C:5]1[CH:26]=[CH:25][C:8]([C:9]2[O:10][C:13]([C:15]3[CH:16]=[C:17]([CH:22]=[CH:23][CH:24]=3)[C:18]([O:20][CH3:21])=[O:19])=[N:12][N:11]=2)=[CH:7][CH:6]=1)([CH3:3])([CH3:2])[CH3:4]. The catalyst class is: 265. (2) Reactant: NC1C=CC(CO)=CC=1Cl.Cl[Si](C(C)(C)C)(C)C.N1C=CN=C1.[Si:24]([O:31][CH2:32][C:33]1[C:39](OC)=[CH:38][C:36]([NH2:37])=[C:35]([Cl:42])[CH:34]=1)([C:27]([CH3:30])([CH3:29])[CH3:28])([CH3:26])[CH3:25]. Product: [Si:24]([O:31][CH2:32][C:33]1[CH:39]=[CH:38][C:36]([NH2:37])=[C:35]([Cl:42])[CH:34]=1)([C:27]([CH3:30])([CH3:29])[CH3:28])([CH3:26])[CH3:25]. The catalyst class is: 3.